The task is: Predict which catalyst facilitates the given reaction.. This data is from Catalyst prediction with 721,799 reactions and 888 catalyst types from USPTO. (1) Reactant: [NH:1]1[C:9]2[C:4](=[CH:5][CH:6]=[CH:7][CH:8]=2)[CH2:3][C:2]1=[O:10].[Li+].C[Si]([N-][Si](C)(C)C)(C)C.C1COCC1.[CH3:26][CH:27]1[C:31]2[CH:32]=[CH:33][CH:34]=[CH:35][C:30]=2[C:29](=O)[O:28]1. Product: [CH3:26][CH:27]1[C:31]2[CH:32]=[CH:33][CH:34]=[CH:35][C:30]=2/[C:29](=[C:3]2\[C:2](=[O:10])[NH:1][C:9]3[C:4]\2=[CH:5][CH:6]=[CH:7][CH:8]=3)/[O:28]1. The catalyst class is: 1. (2) Reactant: [CH:1]1([CH2:4][N:5]2[C:10]3[S:11][C:12]([CH2:19][C:20]4[CH:25]=[CH:24][CH:23]=[CH:22][C:21]=4[C:26]([F:29])([F:28])[F:27])=[C:13]([C:14](OCC)=[O:15])[C:9]=3[C:8](=[O:30])[N:7]([CH3:31])[C:6]2=[O:32])[CH2:3][CH2:2]1.O. Product: [CH:1]1([CH2:4][N:5]2[C:10]3[S:11][C:12]([CH2:19][C:20]4[CH:25]=[CH:24][CH:23]=[CH:22][C:21]=4[C:26]([F:28])([F:27])[F:29])=[C:13]([CH2:14][OH:15])[C:9]=3[C:8](=[O:30])[N:7]([CH3:31])[C:6]2=[O:32])[CH2:3][CH2:2]1. The catalyst class is: 7. (3) Reactant: [I:1][C:2]1[C:10]2[C:5](=[N:6][CH:7]=[N:8][C:9]=2[NH2:11])[NH:4][N:3]=1.O[CH2:13][C@H:14]1[CH2:18][CH2:17][CH2:16][N:15]1[C:19]([O:21][C:22]([CH3:25])([CH3:24])[CH3:23])=[O:20].C1C=CC(P(C2C=CC=CC=2)C2C=CC=CC=2)=CC=1.CC(OC(/N=N/C(OC(C)C)=O)=O)C. The catalyst class is: 145. Product: [NH2:11][C:9]1[N:8]=[CH:7][N:6]=[C:5]2[N:4]([CH2:13][C@H:14]3[CH2:18][CH2:17][CH2:16][N:15]3[C:19]([O:21][C:22]([CH3:23])([CH3:25])[CH3:24])=[O:20])[N:3]=[C:2]([I:1])[C:10]=12. (4) Reactant: [OH:1][C:2]1[C:3]([NH:21][C:22](=[O:27])[C:23]([CH3:26])([CH3:25])[CH3:24])=[N:4][C:5]([N:8]2[C@H:13]([C:14]3[CH:19]=[CH:18][CH:17]=[CH:16][CH:15]=3)[CH2:12][O:11][C@H:10]([CH3:20])[CH2:9]2)=[CH:6][CH:7]=1.[I-].[Na+].C(=O)([O-])[O-].[K+].[K+].Br[CH2:37][C:38]([O:40][CH2:41][CH3:42])=[O:39]. Product: [CH3:20][C@@H:10]1[CH2:9][N:8]([C:5]2[N:4]=[C:3]([NH:21][C:22](=[O:27])[C:23]([CH3:26])([CH3:25])[CH3:24])[C:2]([O:1][CH2:37][C:38]([O:40][CH2:41][CH3:42])=[O:39])=[CH:7][CH:6]=2)[C@H:13]([C:14]2[CH:19]=[CH:18][CH:17]=[CH:16][CH:15]=2)[CH2:12][O:11]1. The catalyst class is: 21.